Predict which catalyst facilitates the given reaction. From a dataset of Catalyst prediction with 721,799 reactions and 888 catalyst types from USPTO. Product: [CH3:1][C:2]1[N:3]([CH:20]2[CH2:21][CH2:22][CH2:23][CH2:24][O:19]2)[N:4]=[C:5]2[C:14]3[CH:13]=[C:12]([N+:15]([O-:17])=[O:16])[CH:11]=[CH:10][C:9]=3[NH:8][C:7](=[O:18])[C:6]=12. Reactant: [CH3:1][C:2]1[NH:3][N:4]=[C:5]2[C:14]3[CH:13]=[C:12]([N+:15]([O-:17])=[O:16])[CH:11]=[CH:10][C:9]=3[NH:8][C:7](=[O:18])[C:6]=12.[O:19]1[CH:24]=[CH:23][CH2:22][CH2:21][CH2:20]1.C1(C)C=CC(S(O)(=O)=O)=CC=1. The catalyst class is: 3.